Dataset: Catalyst prediction with 721,799 reactions and 888 catalyst types from USPTO. Task: Predict which catalyst facilitates the given reaction. (1) Reactant: C([N:8]1[CH2:13][CH2:12][O:11][CH2:10][C@@:9]1([CH3:24])[C:14]([O:16]CC1C=CC=CC=1)=[O:15])C1C=CC=CC=1. Product: [CH3:24][C@@:9]1([C:14]([OH:16])=[O:15])[CH2:10][O:11][CH2:12][CH2:13][NH:8]1. The catalyst class is: 45. (2) Reactant: OS(O)(=O)=O.O[C:7]([C:27]1[N:28]([CH3:32])[CH:29]=[CH:30][N:31]=1)([C:21]1[CH:26]=[CH:25][CH:24]=[CH:23][CH:22]=1)[CH:8]1[CH2:13][CH2:12][N:11](C(OC(C)(C)C)=O)[CH2:10][CH2:9]1.[OH-].[NH4+]. Product: [CH3:32][N:28]1[CH:29]=[CH:30][N:31]=[C:27]1[C:7]([C:21]1[CH:26]=[CH:25][CH:24]=[CH:23][CH:22]=1)=[C:8]1[CH2:9][CH2:10][NH:11][CH2:12][CH2:13]1. The catalyst class is: 2. (3) Reactant: [H-].[Na+].[CH2:3]([O:5][C:6]([C:8]1[NH:9][C:10]2[C:15]([C:16]=1[CH2:17][N:18]([CH2:25][C:26]1[CH:31]=[C:30]([C:32]([F:35])([F:34])[F:33])[CH:29]=[C:28]([C:36]([F:39])([F:38])[F:37])[CH:27]=1)[C:19]1[N:20]=[N:21][N:22]([CH3:24])[N:23]=1)=[CH:14][CH:13]=[CH:12][CH:11]=2)=[O:7])[CH3:4].Br[CH2:41][CH2:42][CH3:43]. Product: [CH2:3]([O:5][C:6]([C:8]1[N:9]([CH2:41][CH2:42][CH3:43])[C:10]2[C:15]([C:16]=1[CH2:17][N:18]([CH2:25][C:26]1[CH:31]=[C:30]([C:32]([F:33])([F:34])[F:35])[CH:29]=[C:28]([C:36]([F:39])([F:38])[F:37])[CH:27]=1)[C:19]1[N:20]=[N:21][N:22]([CH3:24])[N:23]=1)=[CH:14][CH:13]=[CH:12][CH:11]=2)=[O:7])[CH3:4]. The catalyst class is: 3. (4) Reactant: [OH:1][C@H:2]1[CH2:6][CH2:5][NH:4][C:3]1=[O:7].C(N(CC)CC)C.[CH3:15][S:16](Cl)(=[O:18])=[O:17]. Product: [CH3:15][S:16]([O:1][C@H:2]1[CH2:6][CH2:5][NH:4][C:3]1=[O:7])(=[O:18])=[O:17]. The catalyst class is: 4. (5) Reactant: C([O:4][C:5]1[N:10]=[C:9]([NH:11][CH2:12][C:13]2OC=[CH:16][CH:17]=2)[N:8]=[C:7]([NH:18][C:19]2[CH:24]=[CH:23][CH:22]=[C:21]([C:25]([F:28])([F:27])[F:26])[CH:20]=2)[N:6]=1)C=C.S(=O)(=O)(O)O. Product: [F:26][C:25]1[CH:16]=[CH:17][C:13]([CH2:12][NH:11][C:9]2[N:8]=[C:7]([NH:18][C:19]3[CH:24]=[CH:23][CH:22]=[C:21]([C:25]([F:27])([F:26])[F:28])[CH:20]=3)[N:6]=[C:5]([OH:4])[N:10]=2)=[CH:20][CH:21]=1. The catalyst class is: 6. (6) Reactant: Cl[C:2]1[C:7]2[C:8](=[O:22])[N:9]([CH2:11][C:12]3[CH:17]=[CH:16][C:15]([O:18][CH3:19])=[CH:14][C:13]=3[O:20][CH3:21])[CH2:10][C:6]=2[C:5]([F:23])=[C:4]([NH:24][C@@H:25]2[CH2:30][CH2:29][CH2:28][CH2:27][C@@H:26]2[NH:31][C:32](=[O:38])[O:33][C:34]([CH3:37])([CH3:36])[CH3:35])[N:3]=1.C([Sn](CCCC)(CCCC)[C:44]1[S:48][C:47]([NH:49][C:50](=[O:56])[O:51][C:52]([CH3:55])([CH3:54])[CH3:53])=[N:46][CH:45]=1)CCC. Product: [C:34]([O:33][C:32]([NH:31][C@H:26]1[CH2:27][CH2:28][CH2:29][CH2:30][C@H:25]1[NH:24][C:4]1[N:3]=[C:2]([C:44]2[S:48][C:47]([NH:49][C:50](=[O:56])[O:51][C:52]([CH3:54])([CH3:53])[CH3:55])=[N:46][CH:45]=2)[C:7]2[C:8](=[O:22])[N:9]([CH2:11][C:12]3[CH:17]=[CH:16][C:15]([O:18][CH3:19])=[CH:14][C:13]=3[O:20][CH3:21])[CH2:10][C:6]=2[C:5]=1[F:23])=[O:38])([CH3:35])([CH3:36])[CH3:37]. The catalyst class is: 109. (7) Reactant: C([N:3]([CH2:6][CH3:7])CC)C.Br[CH2:9][C:10](N)=[O:11]. Product: [CH3:9][CH2:10][O:11][CH2:6][CH3:7].[CH3:10][OH:11].[OH-:11].[NH4+:3]. The catalyst class is: 3. (8) Reactant: CS(O[CH2:6][C:7]1[C:8]([Cl:14])=[N:9][CH:10]=[C:11]([Cl:13])[CH:12]=1)(=O)=O.[Na+].[I-].[C:17]([O:21][C:22]([N:24]([K])[C:25](=[O:31])[O:26][C:27]([CH3:30])([CH3:29])[CH3:28])=[O:23])([CH3:20])([CH3:19])[CH3:18]. The catalyst class is: 42. Product: [C:17]([O:21][C:22]([N:24]([CH2:6][C:7]1[C:8]([Cl:14])=[N:9][CH:10]=[C:11]([Cl:13])[CH:12]=1)[C:25](=[O:31])[O:26][C:27]([CH3:30])([CH3:29])[CH3:28])=[O:23])([CH3:20])([CH3:19])[CH3:18]. (9) Reactant: [CH:1]1([C:4]2[CH:12]=[CH:11][CH:10]=[C:9]3[C:5]=2[C:6](=O)[C:7](=[O:14])[N:8]3[CH3:13])[CH2:3][CH2:2]1.O.NN. Product: [CH:1]1([C:4]2[CH:12]=[CH:11][CH:10]=[C:9]3[C:5]=2[CH2:6][C:7](=[O:14])[N:8]3[CH3:13])[CH2:3][CH2:2]1. The catalyst class is: 46. (10) Reactant: [O:1]1[C:5]2[CH:6]=[CH:7][C:8]([C:10]3([C:13]([NH:15][C:16]4[CH:17]=[CH:18][C:19]([CH2:33][OH:34])=[C:20]([C:22]5[CH:27]=[CH:26][C:25]([C:28]([N:30]([CH3:32])[CH3:31])=[O:29])=[CH:24][CH:23]=5)[CH:21]=4)=[O:14])[CH2:12][CH2:11]3)=[CH:9][C:4]=2[O:3][CH2:2]1.[C:35]1(C)C=CC(S(O)(=O)=O)=C[CH:36]=1. Product: [O:1]1[C:5]2[CH:6]=[CH:7][C:8]([C:10]3([C:13]([NH:15][C:16]4[CH:17]=[CH:18][C:19]([CH2:33][O:34][CH2:35][CH3:36])=[C:20]([C:22]5[CH:27]=[CH:26][C:25]([C:28]([N:30]([CH3:31])[CH3:32])=[O:29])=[CH:24][CH:23]=5)[CH:21]=4)=[O:14])[CH2:11][CH2:12]3)=[CH:9][C:4]=2[O:3][CH2:2]1. The catalyst class is: 8.